Dataset: Forward reaction prediction with 1.9M reactions from USPTO patents (1976-2016). Task: Predict the product of the given reaction. (1) The product is: [CH2:1]([O:8][C:9]1[C:14]2[CH:15]=[C:16]([C:18]3[N:19]=[C:20]4[N:24]([CH:25]=3)[N:23]=[C:22]([O:29][CH3:28])[S:21]4)[O:17][C:13]=2[CH:12]=[C:11]([F:27])[CH:10]=1)[C:2]1[CH:7]=[CH:6][CH:5]=[CH:4][CH:3]=1. Given the reactants [CH2:1]([O:8][C:9]1[C:14]2[CH:15]=[C:16]([C:18]3[N:19]=[C:20]4[N:24]([CH:25]=3)[N:23]=[C:22](Br)[S:21]4)[O:17][C:13]=2[CH:12]=[C:11]([F:27])[CH:10]=1)[C:2]1[CH:7]=[CH:6][CH:5]=[CH:4][CH:3]=1.[CH3:28][O-:29].[Na+], predict the reaction product. (2) The product is: [N:1]1([CH2:6][CH:7]2[CH2:12][CH2:11][CH:10]([CH2:13][N:23]3[CH:24]=[C:17]4[C:18]([N:19]=[CH:20][N:21]=[C:16]4[Cl:15])=[N:22]3)[CH2:9][CH2:8]2)[CH:5]=[CH:4][CH:3]=[N:2]1. Given the reactants [N:1]1([CH2:6][CH:7]2[CH2:12][CH2:11][CH:10]([CH2:13]O)[CH2:9][CH2:8]2)[CH:5]=[CH:4][CH:3]=[N:2]1.[Cl:15][C:16]1[N:21]=[CH:20][N:19]=[C:18]2[NH:22][N:23]=[CH:24][C:17]=12.C1C=CC(P(C2C=CC=CC=2)C2C=CC=CC=2)=CC=1.N(/C(OC(C)C)=O)=N\C(OC(C)C)=O, predict the reaction product. (3) Given the reactants Br[CH2:2][CH2:3][CH2:4][CH2:5][CH2:6][CH2:7][CH2:8][CH2:9][O:10][C:11]1[CH:16]=[CH:15][CH:14]=[CH:13][C:12]=1[CH3:17].[I-:18].[Na+].C(OCCCCCCCCCCN)CCCCC, predict the reaction product. The product is: [I:18][CH2:2][CH2:3][CH2:4][CH2:5][CH2:6][CH2:7][CH2:8][CH2:9][O:10][C:11]1[CH:16]=[CH:15][CH:14]=[CH:13][C:12]=1[CH3:17]. (4) Given the reactants [NH2:1][C:2]1[CH:6]=[C:5]([Br:7])[S:4][C:3]=1[C:8]([NH2:10])=[O:9].[CH2:11]([N:13]([CH2:16][CH3:17])[CH2:14][CH3:15])[CH3:12].Cl[CH2:19]CC(Cl)=O.N1CCCC1, predict the reaction product. The product is: [Br:7][C:5]1[S:4][C:3]2[C:8](=[O:9])[NH:10][C:19]([CH2:12][CH2:11][N:13]3[CH2:16][CH2:17][CH2:15][CH2:14]3)=[N:1][C:2]=2[CH:6]=1.